Task: Predict which catalyst facilitates the given reaction.. Dataset: Catalyst prediction with 721,799 reactions and 888 catalyst types from USPTO (1) Reactant: CCCC[N+](CCCC)(CCCC)CCCC.[F-].[Br:19][C:20]1[CH:27]=[CH:26][C:23]([CH:24]=[O:25])=[C:22]([F:28])[CH:21]=1.[Si]([C:33]([F:36])([F:35])[F:34])(C)(C)C.Cl. Product: [Br:19][C:20]1[CH:27]=[CH:26][C:23]([CH:24]([OH:25])[C:33]([F:36])([F:35])[F:34])=[C:22]([F:28])[CH:21]=1. The catalyst class is: 1. (2) Product: [F:44][CH:43]([F:45])[N:41]1[C:40](=[O:46])[CH:39]=[CH:38][C:37]([C:16]2[CH:15]=[CH:14][C:13]([C@@H:11]([N:7]3[CH2:6][CH2:5][C@:4]([CH2:3][C:2]([OH:1])([CH3:34])[CH3:35])([C:28]4[CH:33]=[CH:32][CH:31]=[CH:30][CH:29]=4)[O:9][C:8]3=[O:10])[CH3:12])=[CH:18][CH:17]=2)=[CH:42]1. Reactant: [OH:1][C:2]([CH3:35])([CH3:34])[CH2:3][C@@:4]1([C:28]2[CH:33]=[CH:32][CH:31]=[CH:30][CH:29]=2)[O:9][C:8](=[O:10])[N:7]([C@H:11]([C:13]2[CH:18]=[CH:17][C:16](B3OC(C)(C)C(C)(C)O3)=[CH:15][CH:14]=2)[CH3:12])[CH2:6][CH2:5]1.Br[C:37]1[CH:38]=[CH:39][C:40](=[O:46])[N:41]([CH:43]([F:45])[F:44])[CH:42]=1.C([O-])([O-])=O.[Cs+].[Cs+].O. The catalyst class is: 12. (3) Reactant: [Br:1][C:2]1[C:3]([O:24][CH3:25])=[C:4]([C:9]([CH2:12][S:13]([C:16]2[CH:21]=[CH:20][C:19]([F:22])=[CH:18][C:17]=2Br)(=[O:15])=[O:14])=[CH:10][CH:11]=1)[C:5]([O:7][CH3:8])=[O:6].C([Sn](CCCC)(CCCC)/[CH:31]=[CH:32]\[CH2:33][OH:34])CCC. Product: [Br:1][C:2]1[C:3]([O:24][CH3:25])=[C:4]([C:9]([CH2:12][S:13]([C:16]2[CH:21]=[CH:20][C:19]([F:22])=[CH:18][C:17]=2/[CH:31]=[CH:32]\[CH2:33][OH:34])(=[O:15])=[O:14])=[CH:10][CH:11]=1)[C:5]([O:7][CH3:8])=[O:6]. The catalyst class is: 101. (4) Reactant: Cl[CH:2]([CH2:6][CH:7]=O)[C:3](=[O:5])[CH3:4].[NH2:9][C:10]1[N:15]=[CH:14][CH:13]=[CH:12][N:11]=1. Product: [CH3:7][C:6]1[N:9]=[C:10]2[N:15]=[CH:14][CH:13]=[CH:12][N:11]2[C:2]=1[C:3](=[O:5])[CH3:4]. The catalyst class is: 8. (5) Reactant: [C:1]1([C:25]2[CH:30]=[CH:29][CH:28]=[CH:27][CH:26]=2)[CH:6]=[CH:5][C:4]([NH:7][C:8](=[O:24])[C:9]2[CH:14]=[CH:13][C:12]([C:15]([F:18])([F:17])[F:16])=[C:11]([NH:19][C:20](=[O:23])[CH2:21]Cl)[CH:10]=2)=[CH:3][CH:2]=1.[NH:31]1[CH2:36][CH2:35][O:34][CH2:33][CH2:32]1.C(N(CC)CC)C.[I-].[K+]. Product: [C:1]1([C:25]2[CH:30]=[CH:29][CH:28]=[CH:27][CH:26]=2)[CH:6]=[CH:5][C:4]([NH:7][C:8](=[O:24])[C:9]2[CH:14]=[CH:13][C:12]([C:15]([F:18])([F:17])[F:16])=[C:11]([NH:19][C:20](=[O:23])[CH2:21][N:31]3[CH2:36][CH2:35][O:34][CH2:33][CH2:32]3)[CH:10]=2)=[CH:3][CH:2]=1. The catalyst class is: 18. (6) Reactant: [F:1][C:2]([F:15])([F:14])[C@@:3]([OH:13])([C:7]1[CH:12]=[CH:11][CH:10]=[CH:9][CH:8]=1)[C:4]([OH:6])=O.[F:16][C:17]([F:27])([F:26])[C:18]1[CH:19]=[C:20]([CH2:24][NH2:25])[CH:21]=[N:22][CH:23]=1.C(N(C(C)C)CC)(C)C.C1C=NC2N(O)N=NC=2C=1.Cl.CNCCCN=C=NCC. Product: [F:14][C:2]([F:1])([F:15])[C:3]([OH:13])([C:7]1[CH:12]=[CH:11][CH:10]=[CH:9][CH:8]=1)[C:4]([NH:25][CH2:24][C:20]1[CH:21]=[N:22][CH:23]=[C:18]([C:17]([F:27])([F:16])[F:26])[CH:19]=1)=[O:6]. The catalyst class is: 3. (7) Reactant: [CH3:1][O:2][C:3]1[CH:8]=[CH:7][C:6]([C:9]2[C:14]([CH3:15])=[C:13]([C:16]([F:19])([F:18])[F:17])[N:12]3[N:20]=[CH:21][C:22]([C:23]([OH:25])=O)=[C:11]3[N:10]=2)=[CH:5][CH:4]=1.CN(C(ON1N=NC2C=CC=NC1=2)=[N+](C)C)C.F[P-](F)(F)(F)(F)F.CCN(C(C)C)C(C)C.[CH3:59][C@H:60]1[NH:65][CH2:64][CH2:63][N:62]([C@@H:66]([C:68]2[CH:73]=[C:72]([F:74])[C:71]([F:75])=[C:70]([F:76])[CH:69]=2)[CH3:67])[CH2:61]1. Product: [CH3:1][O:2][C:3]1[CH:8]=[CH:7][C:6]([C:9]2[C:14]([CH3:15])=[C:13]([C:16]([F:19])([F:17])[F:18])[N:12]3[N:20]=[CH:21][C:22]([C:23]([N:65]4[CH2:64][CH2:63][N:62]([C@@H:66]([C:68]5[CH:69]=[C:70]([F:76])[C:71]([F:75])=[C:72]([F:74])[CH:73]=5)[CH3:67])[CH2:61][C@H:60]4[CH3:59])=[O:25])=[C:11]3[N:10]=2)=[CH:5][CH:4]=1. The catalyst class is: 578.